Dataset: NCI-60 drug combinations with 297,098 pairs across 59 cell lines. Task: Regression. Given two drug SMILES strings and cell line genomic features, predict the synergy score measuring deviation from expected non-interaction effect. (1) Drug 1: CC(C)NC(=O)C1=CC=C(C=C1)CNNC.Cl. Drug 2: C1C(C(OC1N2C=NC3=C2NC=NCC3O)CO)O. Cell line: HOP-62. Synergy scores: CSS=-3.40, Synergy_ZIP=4.33, Synergy_Bliss=-2.58, Synergy_Loewe=-10.4, Synergy_HSA=-7.50. (2) Drug 1: COC1=C(C=C2C(=C1)N=CN=C2NC3=CC(=C(C=C3)F)Cl)OCCCN4CCOCC4. Drug 2: CC1CCCC2(C(O2)CC(NC(=O)CC(C(C(=O)C(C1O)C)(C)C)O)C(=CC3=CSC(=N3)C)C)C. Cell line: IGROV1. Synergy scores: CSS=38.1, Synergy_ZIP=-2.03, Synergy_Bliss=-4.85, Synergy_Loewe=-5.22, Synergy_HSA=-5.17. (3) Drug 1: CCCS(=O)(=O)NC1=C(C(=C(C=C1)F)C(=O)C2=CNC3=C2C=C(C=N3)C4=CC=C(C=C4)Cl)F. Drug 2: CS(=O)(=O)C1=CC(=C(C=C1)C(=O)NC2=CC(=C(C=C2)Cl)C3=CC=CC=N3)Cl. Cell line: U251. Synergy scores: CSS=6.62, Synergy_ZIP=-2.93, Synergy_Bliss=3.14, Synergy_Loewe=2.99, Synergy_HSA=3.50. (4) Cell line: SF-268. Drug 2: C1=NC(=NC(=O)N1C2C(C(C(O2)CO)O)O)N. Synergy scores: CSS=5.99, Synergy_ZIP=1.33, Synergy_Bliss=1.42, Synergy_Loewe=-7.16, Synergy_HSA=-7.34. Drug 1: CC(C)(C#N)C1=CC(=CC(=C1)CN2C=NC=N2)C(C)(C)C#N.